From a dataset of B-cell epitopes from IEDB database with 3,159 antigens for binding position prediction. Token-level Classification. Given an antigen amino acid sequence, predict which amino acid positions are active epitope sites capable of antibody binding. Output is a list of indices for active positions. (1) The epitope positions are: [199, 200, 201, 202, 203, 204, 205, 206, 207, 208, 209, 210, 211, 212]. The amino acids at these positions are: AETNRAPFDLAEAE. Given the antigen sequence: MFYSLTIISILEVLLVLVPSLLAVAYVTVAERKTMASMQRRLGPNAVGYLGLLQAFADALKLLLKEYVALTQANMTLFFLGPVITLIFSLLGYAVIPYGPSLVIQDVNLGILYMLAVSSLATYGILLAGWSANSKYAFLGSLRSAAQLISYELVLSSAILLVIMLTGSFNLGVNTESQRAVLFVLPLLPIFIIFFIGSIAETNRAPFDLAEAESELVSGFMTEHAAVVFVFFFLAEYGSIVLMCILTSILFLGGYLFINLKDVFNILDFVYSNLFIFEINWMVSERSYTEDFFNNYKSILEGWLYGWIIGLKSSIMIFIFILGRASFPRIRYDQLMGFCWTVLLPIIFALIILVPCILESFYILPWNLNLF, which amino acid positions are active epitope sites? (2) Given the antigen sequence: MVRVPVPQLQPQNPSQQQPQEQVPLVQQQQFLGQQQPFPPQQPYPQPQPFPSQQPYLQLQPFPQPQLSYSQPQPFRPQQLYPQPQPQYSQPQQPISQQQQQQQQQQQQQQQQQQQQQQQQEQQILQQMLQQQLIPCMDVVLQQHNIAHGRSQVLQQSTYQLLQELCCQHLWQILEQSQCQAIHNVVHAIILHQQQKQQQQPSSQVSFQQPLQQYPLGQGSFRPSQQNPQAQGSVQPQQLPQFEEIRNLALQTLPAMCNVYIPPYCTIAPFGIFGTNYR, which amino acid positions are active epitope sites? The epitope positions are: [26, 27, 28, 29, 30, 31, 32, 33, 34, 35, 36, 37, 38, 39, 40, 41, 42, 43]. The amino acids at these positions are: QQQQFLGQQQPFPPQQPY.